Dataset: Forward reaction prediction with 1.9M reactions from USPTO patents (1976-2016). Task: Predict the product of the given reaction. (1) Given the reactants [CH2:1]([O:8][C:9]1[C:13]([CH:14]=[O:15])=[C:12]([C:16]2[CH:21]=[CH:20][C:19]([O:22][CH3:23])=[CH:18][CH:17]=2)[N:11]([CH:24]([CH3:26])[CH3:25])[N:10]=1)[C:2]1[CH:7]=[CH:6][CH:5]=[CH:4][CH:3]=1.[CH3:27][O:28][C:29]1[CH:34]=[CH:33][C:32]([Mg]Br)=[CH:31][CH:30]=1.O, predict the reaction product. The product is: [CH2:1]([O:8][C:9]1[C:13]([CH:14]([C:32]2[CH:33]=[CH:34][C:29]([O:28][CH3:27])=[CH:30][CH:31]=2)[OH:15])=[C:12]([C:16]2[CH:17]=[CH:18][C:19]([O:22][CH3:23])=[CH:20][CH:21]=2)[N:11]([CH:24]([CH3:26])[CH3:25])[N:10]=1)[C:2]1[CH:7]=[CH:6][CH:5]=[CH:4][CH:3]=1. (2) Given the reactants [F:1][C:2]([F:43])([F:42])[C:3]1[CH:4]=[C:5]([C:13]([CH3:41])([CH3:40])[C:14]([N:16]([C:18]2[CH:19]=[N:20][C:21]([N:32]3[CH2:36][C@H:35]([OH:37])[CH2:34][C@H:33]3[CH2:38][OH:39])=[CH:22][C:23]=2[C:24]2[CH:29]=[CH:28][CH:27]=[CH:26][C:25]=2SC)[CH3:17])=[O:15])[CH:6]=[C:7]([C:9]([F:12])([F:11])[F:10])[CH:8]=1.[OH:44][S:45]([O-:48])(=O)=O.OS(O[O-])(=O)=O.OS(O[O-])(=O)=O.[O-]S([O-])(=O)=O.[K+].[K+].[K+].[K+].[K+].S([O-])(O)=O.[Na+].[C:76](=O)([O-])[O-].[Na+].[Na+], predict the reaction product. The product is: [F:43][C:2]([F:1])([F:42])[C:3]1[CH:4]=[C:5]([C:13]([CH3:40])([CH3:41])[C:14]([N:16]([C:18]2[CH:19]=[N:20][C:21]([N:32]3[CH2:36][C@H:35]([OH:37])[CH2:34][C@H:33]3[CH2:38][OH:39])=[CH:22][C:23]=2[C:24]2[CH:29]=[CH:28][CH:27]=[CH:26][C:25]=2[S:45]([CH3:76])(=[O:48])=[O:44])[CH3:17])=[O:15])[CH:6]=[C:7]([C:9]([F:12])([F:10])[F:11])[CH:8]=1. (3) Given the reactants [CH3:1][O:2][C:3]1[CH:12]=[CH:11][C:10]2[C:5](=[CH:6][C:7]([N+:13]([O-])=O)=[CH:8][CH:9]=2)[N:4]=1, predict the reaction product. The product is: [CH3:1][O:2][C:3]1[CH:12]=[CH:11][C:10]2[C:5](=[CH:6][C:7]([NH2:13])=[CH:8][CH:9]=2)[N:4]=1. (4) The product is: [Cl:1][C:2]1[CH:7]=[CH:6][CH:5]=[CH:4][C:3]=1[C:8]1[C:9]([CH2:21][OH:22])=[CH:10][N:11]([C:13]2[C:18]([CH3:19])=[CH:17][N:16]=[C:15]([F:20])[CH:14]=2)[CH:12]=1. Given the reactants [Cl:1][C:2]1[CH:7]=[CH:6][CH:5]=[CH:4][C:3]=1[C:8]1[C:9]([C:21](OCC)=[O:22])=[CH:10][N:11]([C:13]2[C:18]([CH3:19])=[CH:17][N:16]=[C:15]([F:20])[CH:14]=2)[CH:12]=1.[AlH4-].[Li+], predict the reaction product. (5) Given the reactants C([O:3][C:4]([CH:6]1[CH2:11][CH2:10][CH:9]([NH:12][C:13]2[N:18]=[C:17]([N:19]3[C:27]4[C:22](=[C:23]([Br:28])[CH:24]=[CH:25][CH:26]=4)[CH:21]=[CH:20]3)[CH:16]=[CH:15][N:14]=2)[CH2:8][CH2:7]1)=[O:5])C.O[Li].O.C(O)(=O)CC(CC(O)=O)(C(O)=O)O, predict the reaction product. The product is: [Br:28][C:23]1[CH:24]=[CH:25][CH:26]=[C:27]2[C:22]=1[CH:21]=[CH:20][N:19]2[C:17]1[CH:16]=[CH:15][N:14]=[C:13]([NH:12][CH:9]2[CH2:8][CH2:7][CH:6]([C:4]([OH:5])=[O:3])[CH2:11][CH2:10]2)[N:18]=1. (6) Given the reactants [CH3:1][C:2]1([CH3:12])[O:7][CH2:6][C:5]2=[CH:8][C:9]([NH2:11])=[N:10][N:4]2[CH2:3]1.Br[C:14]1[C:15](=[O:22])[N:16]([CH3:21])[CH:17]=[C:18]([Br:20])[CH:19]=1.CC1(C)C2C(=C(P(C3C=CC=CC=3)C3C=CC=CC=3)C=CC=2)OC2C(P(C3C=CC=CC=3)C3C=CC=CC=3)=CC=CC1=2.C(=O)([O-])[O-].[Cs+].[Cs+], predict the reaction product. The product is: [Br:20][C:18]1[CH:19]=[C:14]([NH:11][C:9]2[CH:8]=[C:5]3[CH2:6][O:7][C:2]([CH3:12])([CH3:1])[CH2:3][N:4]3[N:10]=2)[C:15](=[O:22])[N:16]([CH3:21])[CH:17]=1. (7) Given the reactants [F:1][C:2]1[CH:7]=[CH:6][C:5]([C:8](=O)[CH:9]([C:16]2[CH:21]=[CH:20][CH:19]=[CH:18][CH:17]=2)[CH2:10][C:11](=O)[CH:12]([CH3:14])[CH3:13])=[CH:4][CH:3]=1.[NH2:23][CH2:24][CH2:25][CH:26]1[O:31][C:30](=[O:32])[CH2:29][CH:28]([O:33][CH2:34][C:35]2[CH:40]=[CH:39][CH:38]=[CH:37][CH:36]=2)[CH2:27]1, predict the reaction product. The product is: [CH2:34]([O:33][CH:28]1[CH2:27][CH:26]([CH2:25][CH2:24][N:23]2[C:11]([CH:12]([CH3:14])[CH3:13])=[CH:10][C:9]([C:16]3[CH:21]=[CH:20][CH:19]=[CH:18][CH:17]=3)=[C:8]2[C:5]2[CH:6]=[CH:7][C:2]([F:1])=[CH:3][CH:4]=2)[O:31][C:30](=[O:32])[CH2:29]1)[C:35]1[CH:36]=[CH:37][CH:38]=[CH:39][CH:40]=1.